This data is from Forward reaction prediction with 1.9M reactions from USPTO patents (1976-2016). The task is: Predict the product of the given reaction. (1) Given the reactants [CH:1]1([C:4]2[CH:5]=[CH:6][C:7]([C:19]([OH:21])=O)=[N:8][C:9]=2[O:10][CH2:11][C:12]([F:18])([F:17])[C:13]([F:16])([F:15])[F:14])[CH2:3][CH2:2]1.[CH3:22][C:23]1([CH3:28])[CH2:27][CH2:26][CH2:25][NH:24]1, predict the reaction product. The product is: [CH:1]1([C:4]2[CH:5]=[CH:6][C:7]([C:19]([N:24]3[CH2:25][CH2:26][CH2:27][C:23]3([CH3:28])[CH3:22])=[O:21])=[N:8][C:9]=2[O:10][CH2:11][C:12]([F:18])([F:17])[C:13]([F:15])([F:14])[F:16])[CH2:2][CH2:3]1. (2) The product is: [F:1][C:2]1[CH:3]=[CH:4][C:5]([N+:19]([O-:21])=[O:20])=[C:6]([CH2:8][C:9]([O:11][CH2:12][CH3:13])=[O:10])[CH:7]=1. Given the reactants [F:1][C:2]1[CH:3]=[CH:4][C:5]([N+:19]([O-:21])=[O:20])=[C:6]([CH:8](C(OCC)=O)[C:9]([O:11][CH2:12][CH3:13])=[O:10])[CH:7]=1.O[Li].O.O, predict the reaction product. (3) Given the reactants [CH2:1]([C:8]1[C:9]([C:20]([F:23])([F:22])[F:21])=[N:10][C:11]2[C:16]([C:17]=1O)=[CH:15][C:14]([I:19])=[CH:13][CH:12]=2)[C:2]1[CH:7]=[CH:6][CH:5]=[CH:4][CH:3]=1.P(Cl)(Cl)([Cl:26])=O.C(C1C(C(F)(F)F)=NC2C(C=1Cl)=CC=CC=2)C1C=CC=CC=1, predict the reaction product. The product is: [CH2:1]([C:8]1[C:9]([C:20]([F:23])([F:22])[F:21])=[N:10][C:11]2[C:16]([C:17]=1[Cl:26])=[CH:15][C:14]([I:19])=[CH:13][CH:12]=2)[C:2]1[CH:7]=[CH:6][CH:5]=[CH:4][CH:3]=1. (4) The product is: [CH3:3][O:4][C:5]1[CH:6]=[C:7]([C:11]2([C:17]#[N:18])[CH2:16][CH2:15][N:14]([C:20]3[N:25]=[CH:24][CH:23]=[CH:22][N:21]=3)[CH2:13][CH2:12]2)[CH:8]=[CH:9][CH:10]=1. Given the reactants [H-].[Na+].[CH3:3][O:4][C:5]1[CH:6]=[C:7]([C:11]2([C:17]#[N:18])[CH2:16][CH2:15][NH:14][CH2:13][CH2:12]2)[CH:8]=[CH:9][CH:10]=1.Br[C:20]1[N:25]=[CH:24][CH:23]=[CH:22][N:21]=1.O, predict the reaction product. (5) Given the reactants [OH-].[Li+].[Br:3][C:4]1[N:5]([C:20]2[C:29]3[C:24](=[CH:25][CH:26]=[CH:27][CH:28]=3)[C:23]([CH:30]3[CH2:32][CH2:31]3)=[CH:22][CH:21]=2)[C:6]([S:9][CH2:10][C:11]([NH:13][CH2:14][C:15]([O:17]CC)=[O:16])=[O:12])=[N:7][N:8]=1, predict the reaction product. The product is: [Br:3][C:4]1[N:5]([C:20]2[C:29]3[C:24](=[CH:25][CH:26]=[CH:27][CH:28]=3)[C:23]([CH:30]3[CH2:32][CH2:31]3)=[CH:22][CH:21]=2)[C:6]([S:9][CH2:10][C:11]([NH:13][CH2:14][C:15]([OH:17])=[O:16])=[O:12])=[N:7][N:8]=1. (6) Given the reactants [CH:1]1([CH2:7][CH2:8][O:9][C:10]2[CH:11]=[CH:12][C:13]([CH3:17])=[N+:14]([O-])[CH:15]=2)[CH2:6][CH2:5][CH2:4][CH2:3][CH2:2]1.[C:18]([OH:21])(=[O:20])[CH3:19], predict the reaction product. The product is: [CH:1]1([CH2:7][CH2:8][O:9][C:10]2[CH:11]=[CH:12][C:13]([CH2:17][O:21][C:18](=[O:20])[CH3:19])=[N:14][CH:15]=2)[CH2:6][CH2:5][CH2:4][CH2:3][CH2:2]1. (7) Given the reactants [CH3:1][O:2][C:3](=[O:17])[C:4]1[C:9]([N+:10]([O-:12])=[O:11])=[CH:8][CH:7]=[CH:6][C:5]=1[CH:13]=[CH:14][O:15]C.[Na+].[I-].C[Si](Cl)(C)C, predict the reaction product. The product is: [CH3:1][O:2][C:3](=[O:17])[C:4]1[C:5]([CH2:13][CH:14]=[O:15])=[CH:6][CH:7]=[CH:8][C:9]=1[N+:10]([O-:12])=[O:11]. (8) Given the reactants [CH3:1][N:2]([CH3:20])[CH2:3][CH2:4][CH2:5][O:6][C:7]1[CH:12]=[CH:11][C:10]([NH2:13])=[CH:9][C:8]=1[C:14]1[N:15]([CH3:19])[N:16]=[CH:17][CH:18]=1.[Cl:21][C:22]1[CH:27]=[CH:26][CH:25]=[CH:24][C:23]=1[N:28]=[C:29]=[O:30], predict the reaction product. The product is: [Cl:21][C:22]1[CH:27]=[CH:26][CH:25]=[CH:24][C:23]=1[NH:28][C:29]([NH:13][C:10]1[CH:11]=[CH:12][C:7]([O:6][CH2:5][CH2:4][CH2:3][N:2]([CH3:1])[CH3:20])=[C:8]([C:14]2[N:15]([CH3:19])[N:16]=[CH:17][CH:18]=2)[CH:9]=1)=[O:30]. (9) Given the reactants [C:1]([C:3]1[CH:23]=[C:22]([C:24]2[N:29]=[C:28]([NH:30][C:31]3[CH:36]=[CH:35][C:34]([N:37]4[CH2:42][CH2:41][N:40]([CH:43]5[CH2:46][O:45][CH2:44]5)[C@@H:39]([CH3:47])[CH2:38]4)=[CH:33][CH:32]=3)[N:27]=[CH:26][N:25]=2)[CH:21]=[CH:20][C:4]=1[O:5][C@H:6]1[CH2:11][CH2:10][N:9](C(OC(C)(C)C)=O)[CH2:8][C@H:7]1[F:19])#[N:2].FC(F)(F)C(O)=O, predict the reaction product. The product is: [F:19][C@H:7]1[C@@H:6]([O:5][C:4]2[CH:20]=[CH:21][C:22]([C:24]3[N:29]=[C:28]([NH:30][C:31]4[CH:36]=[CH:35][C:34]([N:37]5[CH2:42][CH2:41][N:40]([CH:43]6[CH2:44][O:45][CH2:46]6)[C@@H:39]([CH3:47])[CH2:38]5)=[CH:33][CH:32]=4)[N:27]=[CH:26][N:25]=3)=[CH:23][C:3]=2[C:1]#[N:2])[CH2:11][CH2:10][NH:9][CH2:8]1.